From a dataset of Full USPTO retrosynthesis dataset with 1.9M reactions from patents (1976-2016). Predict the reactants needed to synthesize the given product. (1) Given the product [NH:14]1[CH2:15][CH2:16][CH2:17][CH2:18][CH:13]1[C:8]1[NH:9][C:10]2[C:6]([CH:7]=1)=[CH:5][C:4]([NH2:1])=[CH:12][CH:11]=2, predict the reactants needed to synthesize it. The reactants are: [N+:1]([C:4]1[CH:5]=[C:6]2[C:10](=[CH:11][CH:12]=1)[NH:9][C:8]([C:13]1[CH:18]=[CH:17][CH:16]=[CH:15][N:14]=1)=[CH:7]2)([O-])=O. (2) Given the product [F:22][C:23]1[N:24]=[C:25]([NH:31][C:32]2[CH:33]=[N:34][C:35]([O:38][CH3:39])=[CH:36][CH:37]=2)[CH:26]=[CH:27][C:28]=1[CH2:29][C:2]1[C:10]2[C:5](=[N:6][CH:7]=[C:8]([CH3:11])[CH:9]=2)[NH:4][CH:3]=1, predict the reactants needed to synthesize it. The reactants are: I[C:2]1[C:10]2[C:5](=[N:6][CH:7]=[C:8]([CH3:11])[CH:9]=2)[N:4]([Si](C(C)C)(C(C)C)C(C)C)[CH:3]=1.[F:22][C:23]1[C:28]([CH:29]=O)=[CH:27][CH:26]=[C:25]([NH:31][C:32]2[CH:33]=[N:34][C:35]([O:38][CH3:39])=[CH:36][CH:37]=2)[N:24]=1. (3) Given the product [N:23]1([C:12]2[CH:6]([C:2]3[S:1][CH:5]=[CH:4][CH:3]=3)[N:7]=[C:8]([C:18]3[S:19][CH:20]=[CH:21][CH:22]=3)[C:9]3[CH:17]=[CH:16][CH:15]=[N:14][C:10]=3[N:11]=2)[CH2:26][CH2:25][CH2:24]1, predict the reactants needed to synthesize it. The reactants are: [S:1]1[CH:5]=[CH:4][CH:3]=[C:2]1[CH:6]1[C:12](=O)[NH:11][C:10]2[N:14]=[CH:15][CH:16]=[CH:17][C:9]=2[C:8]([C:18]2[S:19][CH:20]=[CH:21][CH:22]=2)=[N:7]1.[NH:23]1[CH2:26][CH2:25][CH2:24]1. (4) Given the product [CH2:1]([O:5][C:6]1[N:14]=[C:13]2[C:9]([N:10]=[CH:11][N:12]2[CH2:15][C:16]2[CH:17]=[N:18][C:19]([O:26][CH2:25][CH2:24][OH:27])=[CH:20][CH:21]=2)=[C:8]([NH2:23])[N:7]=1)[CH2:2][CH2:3][CH3:4], predict the reactants needed to synthesize it. The reactants are: [CH2:1]([O:5][C:6]1[N:14]=[C:13]2[C:9]([N:10]=[CH:11][N:12]2[CH2:15][C:16]2[CH:17]=[N:18][C:19](Cl)=[CH:20][CH:21]=2)=[C:8]([NH2:23])[N:7]=1)[CH2:2][CH2:3][CH3:4].[CH2:24]([OH:27])[CH2:25][OH:26]. (5) Given the product [CH3:9][C:4]1[N:3]=[C:2]([C:17]#[C:16][C:10]2[CH:15]=[CH:14][CH:13]=[CH:12][CH:11]=2)[C:7]([NH2:8])=[CH:6][CH:5]=1, predict the reactants needed to synthesize it. The reactants are: Br[C:2]1[C:7]([NH2:8])=[CH:6][CH:5]=[C:4]([CH3:9])[N:3]=1.[C:10]1([C:16]#[CH:17])[CH:15]=[CH:14][CH:13]=[CH:12][CH:11]=1. (6) Given the product [NH2:1][C:2]1[C:11]([C:12]2[CH:17]=[CH:16][C:15]([C:18]([O:20][CH3:21])=[O:19])=[CH:14][CH:13]=2)=[N:10][C:9]([C:26]2[CH:27]=[CH:28][C:29]([O:30][CH3:31])=[C:24]([F:23])[CH:25]=2)=[CH:8][C:3]=1[C:4]([O:6][CH3:7])=[O:5], predict the reactants needed to synthesize it. The reactants are: [NH2:1][C:2]1[C:11]([C:12]2[CH:17]=[CH:16][C:15]([C:18]([O:20][CH3:21])=[O:19])=[CH:14][CH:13]=2)=[N:10][C:9](Br)=[CH:8][C:3]=1[C:4]([O:6][CH3:7])=[O:5].[F:23][C:24]1[CH:25]=[C:26](B(O)O)[CH:27]=[CH:28][C:29]=1[O:30][CH3:31].C1(C)C=CC=CC=1.C(=O)([O-])[O-].[Na+].[Na+]. (7) Given the product [N:33]([CH2:13][C@@H:11]([C@@H:10]([NH:14][C:15](=[O:21])[O:16][C:17]([CH3:20])([CH3:19])[CH3:18])[CH2:9][C@H:8]([CH2:7][C:6]1[CH:25]=[CH:26][C:3]([O:2][CH3:1])=[C:4]([O:27][CH2:28][CH2:29][CH2:30][O:31][CH3:32])[CH:5]=1)[CH:22]([CH3:24])[CH3:23])[OH:12])=[N+:34]=[N-:35].[CH:28]([O:27][CH:4]([CH3:3])[CH3:5])([CH3:29])[CH3:39], predict the reactants needed to synthesize it. The reactants are: [CH3:1][O:2][C:3]1[CH:26]=[CH:25][C:6]([CH2:7][C@H:8]([CH:22]([CH3:24])[CH3:23])[CH2:9][C@H:10]([NH:14][C:15](=[O:21])[O:16][C:17]([CH3:20])([CH3:19])[CH3:18])[C@@H:11]2[CH2:13][O:12]2)=[CH:5][C:4]=1[O:27][CH2:28][CH2:29][CH2:30][O:31][CH3:32].[N-:33]=[N+:34]=[N-:35].[Na+].[Cl-].[NH4+].[CH3:39]O.